This data is from NCI-60 drug combinations with 297,098 pairs across 59 cell lines. The task is: Regression. Given two drug SMILES strings and cell line genomic features, predict the synergy score measuring deviation from expected non-interaction effect. (1) Drug 1: CN1C(=O)N2C=NC(=C2N=N1)C(=O)N. Drug 2: CCC1(C2=C(COC1=O)C(=O)N3CC4=CC5=C(C=CC(=C5CN(C)C)O)N=C4C3=C2)O.Cl. Cell line: OVCAR-4. Synergy scores: CSS=3.28, Synergy_ZIP=-0.314, Synergy_Bliss=2.87, Synergy_Loewe=-7.05, Synergy_HSA=-1.88. (2) Drug 1: CC1=CC2C(CCC3(C2CCC3(C(=O)C)OC(=O)C)C)C4(C1=CC(=O)CC4)C. Drug 2: C1CNP(=O)(OC1)N(CCCl)CCCl. Cell line: ACHN. Synergy scores: CSS=-12.1, Synergy_ZIP=0.505, Synergy_Bliss=-11.7, Synergy_Loewe=-14.0, Synergy_HSA=-14.3. (3) Drug 1: C1=C(C(=O)NC(=O)N1)N(CCCl)CCCl. Drug 2: CC1=C(C(CCC1)(C)C)C=CC(=CC=CC(=CC(=O)O)C)C. Cell line: SK-MEL-28. Synergy scores: CSS=13.5, Synergy_ZIP=-0.677, Synergy_Bliss=7.15, Synergy_Loewe=3.32, Synergy_HSA=4.13. (4) Cell line: PC-3. Drug 2: CS(=O)(=O)CCNCC1=CC=C(O1)C2=CC3=C(C=C2)N=CN=C3NC4=CC(=C(C=C4)OCC5=CC(=CC=C5)F)Cl. Synergy scores: CSS=45.2, Synergy_ZIP=6.77, Synergy_Bliss=4.67, Synergy_Loewe=-15.3, Synergy_HSA=6.65. Drug 1: CC1=C2C(C(=O)C3(C(CC4C(C3C(C(C2(C)C)(CC1OC(=O)C(C(C5=CC=CC=C5)NC(=O)OC(C)(C)C)O)O)OC(=O)C6=CC=CC=C6)(CO4)OC(=O)C)OC)C)OC. (5) Drug 1: CC12CCC(CC1=CCC3C2CCC4(C3CC=C4C5=CN=CC=C5)C)O. Drug 2: CC1C(C(CC(O1)OC2CC(OC(C2O)C)OC3=CC4=CC5=C(C(=O)C(C(C5)C(C(=O)C(C(C)O)O)OC)OC6CC(C(C(O6)C)O)OC7CC(C(C(O7)C)O)OC8CC(C(C(O8)C)O)(C)O)C(=C4C(=C3C)O)O)O)O. Cell line: OVCAR-4. Synergy scores: CSS=29.9, Synergy_ZIP=5.20, Synergy_Bliss=9.54, Synergy_Loewe=11.8, Synergy_HSA=11.0. (6) Synergy scores: CSS=4.75, Synergy_ZIP=-4.08, Synergy_Bliss=-1.20, Synergy_Loewe=-3.98, Synergy_HSA=-1.23. Drug 2: CC1=C(C(=O)C2=C(C1=O)N3CC4C(C3(C2COC(=O)N)OC)N4)N. Cell line: RXF 393. Drug 1: CC1=C2C(C(=O)C3(C(CC4C(C3C(C(C2(C)C)(CC1OC(=O)C(C(C5=CC=CC=C5)NC(=O)C6=CC=CC=C6)O)O)OC(=O)C7=CC=CC=C7)(CO4)OC(=O)C)O)C)OC(=O)C. (7) Drug 1: C1=CN(C(=O)N=C1N)C2C(C(C(O2)CO)O)O.Cl. Drug 2: C1CC(C1)(C(=O)O)C(=O)O.[NH2-].[NH2-].[Pt+2]. Cell line: OVCAR-4. Synergy scores: CSS=3.29, Synergy_ZIP=-2.82, Synergy_Bliss=-1.10, Synergy_Loewe=-0.0699, Synergy_HSA=0.321. (8) Drug 1: CC1=CC2C(CCC3(C2CCC3(C(=O)C)OC(=O)C)C)C4(C1=CC(=O)CC4)C. Drug 2: CC1=C(C(=O)C2=C(C1=O)N3CC4C(C3(C2COC(=O)N)OC)N4)N. Cell line: COLO 205. Synergy scores: CSS=49.4, Synergy_ZIP=7.04, Synergy_Bliss=2.36, Synergy_Loewe=-18.6, Synergy_HSA=1.51.